This data is from Forward reaction prediction with 1.9M reactions from USPTO patents (1976-2016). The task is: Predict the product of the given reaction. (1) Given the reactants [F:1][C:2]1[CH:7]=[CH:6][CH:5]=[CH:4][C:3]=1[CH:8]([O:10][C:11]1[CH:15]=[C:14]([N:16]2[C:24]3[CH:23]=[C:22]([CH2:25][OH:26])[N:21]=[CH:20][C:19]=3[N:18]=[CH:17]2)[S:13][C:12]=1[C:27]([NH2:29])=[O:28])[CH3:9].[CH3:30][S:31](Cl)(=[O:33])=[O:32].C(N(CC)CC)C, predict the reaction product. The product is: [CH3:30][S:31]([O:26][CH2:25][C:22]1[N:21]=[CH:20][C:19]2[N:18]=[CH:17][N:16]([C:14]3[S:13][C:12]([C:27](=[O:28])[NH2:29])=[C:11]([O:10][CH:8]([C:3]4[CH:4]=[CH:5][CH:6]=[CH:7][C:2]=4[F:1])[CH3:9])[CH:15]=3)[C:24]=2[CH:23]=1)(=[O:33])=[O:32]. (2) Given the reactants [CH:1]([C:3]1[CH:4]=[C:5]([CH:10]2[CH2:14][CH2:13][O:12][C:11]2=[O:15])[CH:6]=[CH:7][C:8]=1[OH:9])=[O:2].[Br:16]N1C(=O)CCC1=O, predict the reaction product. The product is: [Br:16][C:7]1[CH:6]=[C:5]([CH:10]2[CH2:14][CH2:13][O:12][C:11]2=[O:15])[CH:4]=[C:3]([CH:1]=[O:2])[C:8]=1[OH:9]. (3) Given the reactants Cl[C:2]1[N:11]=[CH:10][C:9]2[N:8]([CH3:12])[C:7](=[O:13])[C@H:6]([CH2:14][CH3:15])[N:5]([CH:16]([CH3:18])[CH3:17])[C:4]=2[N:3]=1.C[CH:20]1[CH2:24][C:23]2=[C:25]([C:30]([OH:32])=[O:31])[CH:26]=[CH:27][C:28]([NH2:29])=[C:22]2[O:21]1.Cl, predict the reaction product. The product is: [CH:16]([N:5]1[C:4]2[N:3]=[C:2]([NH:29][C:28]3[CH:27]=[CH:26][C:25]([C:30]([OH:32])=[O:31])=[C:23]4[C:22]=3[O:21][CH2:20][CH2:24]4)[N:11]=[CH:10][C:9]=2[N:8]([CH3:12])[C:7](=[O:13])[C@@H:6]1[CH2:14][CH3:15])([CH3:18])[CH3:17]. (4) Given the reactants [N:1]1[NH:2][C:3](=[O:10])[N:4]2[CH:9]=[CH:8][CH:7]=[CH:6][C:5]=12.[CH2:11](O)[CH2:12][C:13]#[CH:14], predict the reaction product. The product is: [CH2:14]([N:2]1[C:3](=[O:10])[N:4]2[CH:9]=[CH:8][CH:7]=[CH:6][C:5]2=[N:1]1)[CH2:13][C:12]#[CH:11]. (5) Given the reactants [C:1]([O:4][CH2:5][C:6]1[CH:15]=[CH:14][C:9]([C:10]([O:12][CH3:13])=[O:11])=[CH:8][N:7]=1)(=[O:3])[CH3:2].[BH3-]C#N.[Na+].[CH:20]1[CH:25]=[CH:24][C:23]([CH2:26][O:27][C:28](Cl)=[O:29])=[CH:22][CH:21]=1, predict the reaction product. The product is: [C:1]([O:4][CH2:5][C@@H:6]1[N:7]([C:28]([O:27][CH2:26][C:23]2[CH:24]=[CH:25][CH:20]=[CH:21][CH:22]=2)=[O:29])[CH2:8][C@@H:9]([C:10]([O:12][CH3:13])=[O:11])[CH2:14][CH2:15]1)(=[O:3])[CH3:2]. (6) Given the reactants [Cl:1][S:2]([OH:5])(=O)=[O:3].[CH2:6]([O:8][C:9](=[O:17])[CH2:10][C:11]1[CH:16]=[CH:15][CH:14]=[CH:13][CH:12]=1)[CH3:7], predict the reaction product. The product is: [CH2:6]([O:8][C:9](=[O:17])[CH2:10][C:11]1[CH:16]=[CH:15][C:14]([S:2]([Cl:1])(=[O:5])=[O:3])=[CH:13][CH:12]=1)[CH3:7]. (7) Given the reactants Br.[NH2:2][CH2:3][C:4]([NH:6][C@H:7]1[CH2:12][CH2:11][CH2:10][CH2:9][C@H:8]1[NH:13][C:14](=[O:25])[C:15]1[CH:20]=[CH:19][C:18]([S:21]([NH2:24])(=[O:23])=[O:22])=[CH:17][CH:16]=1)=[O:5].C(N(C(C)C)CC)(C)C.[NH2:35][C:36]1[CH:44]=[CH:43][C:42]([I:45])=[CH:41][C:37]=1[C:38](O)=[O:39].CN([P+](ON1N=NC2C=CC=CC1=2)(N(C)C)N(C)C)C.F[P-](F)(F)(F)(F)F.C([O-])(O)=O.[Na+], predict the reaction product. The product is: [NH2:35][C:36]1[CH:44]=[CH:43][C:42]([I:45])=[CH:41][C:37]=1[C:38]([NH:2][CH2:3][C:4]([NH:6][C@@H:7]1[CH2:12][CH2:11][CH2:10][CH2:9][C@@H:8]1[NH:13][C:14](=[O:25])[C:15]1[CH:16]=[CH:17][C:18]([S:21]([NH2:24])(=[O:23])=[O:22])=[CH:19][CH:20]=1)=[O:5])=[O:39].[C:14]([NH2:13])(=[O:25])[C:15]1[CH:20]=[CH:19][CH:18]=[CH:17][CH:16]=1. (8) Given the reactants [F:1][C:2]1[CH:3]=[C:4]([NH2:18])[CH:5]=[CH:6][C:7]=1[O:8][C:9]1[C:14]2=[CH:15][CH:16]=[CH:17][N:13]2[N:12]=[CH:11][N:10]=1.[F:19][C:20]1[CH:25]=[CH:24][C:23]([CH2:26][C:27]([NH:29][C:30](=[NH:33])SC)=[O:28])=[CH:22][CH:21]=1.C(N(C(C)C)CC)(C)C, predict the reaction product. The product is: [F:1][C:2]1[CH:3]=[C:4]([NH:18][C:30]([NH:29][C:27](=[O:28])[CH2:26][C:23]2[CH:24]=[CH:25][C:20]([F:19])=[CH:21][CH:22]=2)=[NH:33])[CH:5]=[CH:6][C:7]=1[O:8][C:9]1[C:14]2=[CH:15][CH:16]=[CH:17][N:13]2[N:12]=[CH:11][N:10]=1. (9) Given the reactants ClCCl.C([O-])(=O)C.[K+].[B:18]1([B:18]2[O:22][C:21]([CH3:24])([CH3:23])[C:20]([CH3:26])([CH3:25])[O:19]2)[O:22][C:21]([CH3:24])([CH3:23])[C:20]([CH3:26])([CH3:25])[O:19]1.Br[C:28]1[CH:29]=[C:30]([N:34]([CH3:39])[S:35]([CH3:38])(=[O:37])=[O:36])[CH:31]=[CH:32][CH:33]=1, predict the reaction product. The product is: [CH3:39][N:34]([C:30]1[CH:31]=[CH:32][CH:33]=[C:28]([B:18]2[O:19][C:20]([CH3:25])([CH3:26])[C:21]([CH3:23])([CH3:24])[O:22]2)[CH:29]=1)[S:35]([CH3:38])(=[O:36])=[O:37].